Dataset: Full USPTO retrosynthesis dataset with 1.9M reactions from patents (1976-2016). Task: Predict the reactants needed to synthesize the given product. (1) Given the product [N:1]12[CH2:7][C:4]([C:8]([C:16]3[CH:21]=[CH:20][CH:19]=[CH:18][CH:17]=3)([C:10]3[CH:15]=[CH:14][CH:13]=[CH:12][CH:11]=3)[C:30]#[N:31])([CH2:5][CH2:6]1)[CH2:3][CH2:2]2, predict the reactants needed to synthesize it. The reactants are: [N:1]12[CH2:7][C:4]([C:8]([C:16]3[CH:21]=[CH:20][CH:19]=[CH:18][CH:17]=3)([C:10]3[CH:15]=[CH:14][CH:13]=[CH:12][CH:11]=3)O)([CH2:5][CH2:6]1)[CH2:3][CH2:2]2.[Al+3].[Cl-].[Cl-].[Cl-].[Si]([C:30]#[N:31])(C)(C)C.C([O-])([O-])=O.[K+].[K+]. (2) Given the product [CH3:33][C:4]1([CH3:34])[C:3](=[O:2])[CH2:20][CH2:19][C@@:18]2([CH3:21])[CH:5]1[C@@H:6]([CH2:31][OH:32])[C:7](=[O:30])[C@@H:8]1[C@@H:17]2[CH2:16][CH2:15][C@@:13]2([CH3:14])[C@H:9]1[CH2:10][CH2:11][C@@H:12]2[OH:22], predict the reactants needed to synthesize it. The reactants are: C1CO[C:3]2([CH2:20][CH2:19][C@@:18]3([CH3:21])[CH:5]([C@@H:6]([CH2:31][OH:32])[C:7](=[O:30])[C@@H:8]4[C@@H:17]3[CH2:16][CH2:15][C@@:13]3([CH3:14])[C@H:9]4[CH2:10][CH2:11][C@@H:12]3[O:22][Si](C(C)(C)C)(C)C)[C:4]2([CH3:34])[CH3:33])[O:2]1.Cl.C([O-])(O)=O.[Na+].